Dataset: NCI-60 drug combinations with 297,098 pairs across 59 cell lines. Task: Regression. Given two drug SMILES strings and cell line genomic features, predict the synergy score measuring deviation from expected non-interaction effect. Drug 1: CC1=C2C(C(=O)C3(C(CC4C(C3C(C(C2(C)C)(CC1OC(=O)C(C(C5=CC=CC=C5)NC(=O)OC(C)(C)C)O)O)OC(=O)C6=CC=CC=C6)(CO4)OC(=O)C)OC)C)OC. Drug 2: CC=C1C(=O)NC(C(=O)OC2CC(=O)NC(C(=O)NC(CSSCCC=C2)C(=O)N1)C(C)C)C(C)C. Cell line: BT-549. Synergy scores: CSS=39.1, Synergy_ZIP=0.0413, Synergy_Bliss=-2.56, Synergy_Loewe=-3.01, Synergy_HSA=1.75.